This data is from Forward reaction prediction with 1.9M reactions from USPTO patents (1976-2016). The task is: Predict the product of the given reaction. (1) Given the reactants [CH3:1][C:2]1[C:3]2[CH:12]=[CH:11][CH:10]=[CH:9][C:4]=2[S:5][C:6]=1[CH:7]=O.[N:13]1([C:19]([O:21][C:22]([CH3:25])([CH3:24])[CH3:23])=[O:20])[CH2:18][CH2:17][NH:16][CH2:15][CH2:14]1.[BH-](OC(C)=O)(OC(C)=O)OC(C)=O.[Na+], predict the reaction product. The product is: [CH3:1][C:2]1[C:3]2[CH:12]=[CH:11][CH:10]=[CH:9][C:4]=2[S:5][C:6]=1[CH2:7][N:16]1[CH2:15][CH2:14][N:13]([C:19]([O:21][C:22]([CH3:25])([CH3:24])[CH3:23])=[O:20])[CH2:18][CH2:17]1. (2) Given the reactants [O:1]1[CH2:6][CH2:5][CH2:4][CH2:3][CH:2]1[O:7][CH2:8][CH2:9][O:10][C:11]1[C:16]([NH2:17])=[CH:15][CH:14]=[CH:13][N:12]=1.C[Al](C)C.C([O:24][C:25]([C:27]1[C:36]2[C:35]3[N:37]=[CH:38][CH:39]=[CH:40][C:34]=3[CH2:33][CH2:32][CH2:31][C:30]=2[NH:29][CH:28]=1)=O)C.O, predict the reaction product. The product is: [O:1]1[CH2:6][CH2:5][CH2:4][CH2:3][CH:2]1[O:7][CH2:8][CH2:9][O:10][C:11]1[C:16]([NH:17][C:25]([C:27]2[C:36]3[C:35]4[N:37]=[CH:38][CH:39]=[CH:40][C:34]=4[CH2:33][CH2:32][CH2:31][C:30]=3[NH:29][CH:28]=2)=[O:24])=[CH:15][CH:14]=[CH:13][N:12]=1. (3) Given the reactants [I-].[C-:2]1(C[N+](C)(C)C)[CH:6]=[CH:5][CH:4]=[CH:3]1.[CH-:12]1[CH:16]=[CH:15][CH:14]=[CH:13]1.[Fe+2:17].[C:18]([C:20]([NH:24][C:25]([C-:27]1[CH:31]=[CH:30][CH:29]=[CH:28]1)=[O:26])([CH3:23])[CH2:21][OH:22])#[N:19].[CH-:32]1[CH:36]=[CH:35][CH:34]=[CH:33]1.[Fe+2].C1OCCOCCOCCOCCOCCOC1, predict the reaction product. The product is: [C-:12]1([O:22][CH2:21][C:20]([NH:24][C:25]([C-:27]2[CH:28]=[CH:29][CH:30]=[CH:31]2)=[O:26])([C:18]#[N:19])[CH3:23])[CH:16]=[CH:15][CH:14]=[CH:13]1.[CH-:2]1[CH:6]=[CH:5][CH:4]=[CH:3]1.[Fe+2:17].[CH-:32]1[CH:36]=[CH:35][CH:34]=[CH:33]1.[Fe+2:17]. (4) Given the reactants Cl[C:2]1[C:3]([NH2:9])=[N:4][CH:5]=[N:6][C:7]=1Cl.[N:10]1[CH:15]=[CH:14][CH:13]=[C:12]([O:16][C:17]2[CH:22]=[CH:21][C:20](B(O)O)=[CH:19][CH:18]=2)[CH:11]=1.[OH:26][CH:27]1[CH2:40][C:29]2([CH2:32][N:31]([C:33]([O:35]C(C)(C)C)=O)[CH2:30]2)[CH2:28]1.[C:41](O)(=O)[CH:42]=C, predict the reaction product. The product is: [NH2:9][C:3]1[N:4]=[CH:5][N:6]=[C:7]([O:26][CH:27]2[CH2:28][C:29]3([CH2:30][N:31]([C:33](=[O:35])[CH:41]=[CH2:42])[CH2:32]3)[CH2:40]2)[C:2]=1[C:20]1[CH:21]=[CH:22][C:17]([O:16][C:12]2[CH:11]=[N:10][CH:15]=[CH:14][CH:13]=2)=[CH:18][CH:19]=1. (5) The product is: [CH2:14]([N:3]([CH2:1][CH3:2])[C:4]1[CH:5]=[C:6]([C:7]2[O:9][N:34]=[C:31]([C:27]3[CH:28]=[C:29]([CH3:30])[C:24]([CH2:23][CH2:22][C:21]([OH:37])=[O:20])=[C:25]([CH2:35][CH3:36])[CH:26]=3)[N:32]=2)[CH:10]=[C:11]([CH3:13])[N:12]=1)[CH3:15]. Given the reactants [CH2:1]([N:3]([CH2:14][CH3:15])[C:4]1[CH:5]=[C:6]([CH:10]=[C:11]([CH3:13])[N:12]=1)[C:7]([OH:9])=O)[CH3:2].C([O:20][C:21](=[O:37])[CH2:22][CH2:23][C:24]1[C:29]([CH3:30])=[CH:28][C:27]([C:31](=[NH:34])[NH:32]O)=[CH:26][C:25]=1[CH2:35][CH3:36])(C)(C)C, predict the reaction product. (6) Given the reactants CCN(C(C)C)C(C)C.[OH:10][C:11]1[CH:12]=[C:13]([CH:17]=[CH:18][CH:19]=1)[C:14]([OH:16])=O.CCN=C=NCCCN(C)C.C1C=CC2N(O)N=NC=2C=1.Cl.[CH2:42]([O:44][C:45](=[O:48])[CH2:46][NH2:47])[CH3:43], predict the reaction product. The product is: [CH2:42]([O:44][C:45](=[O:48])[CH2:46][NH:47][C:14](=[O:16])[C:13]1[CH:17]=[CH:18][CH:19]=[C:11]([OH:10])[CH:12]=1)[CH3:43]. (7) Given the reactants Cl.[CH3:2][O:3]CN.C([N:8]([CH2:11]C)CC)C.[CH3:13][C:14]1[O:15][CH:16]=[CH:17][C:18]=1[C:19](Cl)=[O:20], predict the reaction product. The product is: [CH3:11][N:8]([O:3][CH3:2])[C:19]([C:18]1[CH:17]=[CH:16][O:15][C:14]=1[CH3:13])=[O:20]. (8) Given the reactants [Br:1][C:2]1[CH:3]=[C:4]([CH:9]=[CH:10][C:11]=1[CH:12]1[S:16](=[O:18])(=[O:17])[NH:15][C:14](=[O:19])[CH2:13]1)[C:5](OC)=[O:6].[BH4-].[Li+], predict the reaction product. The product is: [Br:1][C:2]1[CH:3]=[C:4]([CH2:5][OH:6])[CH:9]=[CH:10][C:11]=1[CH:12]1[S:16](=[O:17])(=[O:18])[NH:15][C:14](=[O:19])[CH2:13]1. (9) Given the reactants Cl[C:2]1[N:7]=[CH:6][N:5]=[C:4]([NH:8][C:9]2[CH:34]=[CH:33][C:12]([C:13]([NH:15][C:16]3[S:17][CH:18]=[C:19]([C:21]4[CH:26]=[CH:25][CH:24]=[C:23]([O:27][C:28]([F:31])([F:30])[F:29])[C:22]=4[F:32])[N:20]=3)=[O:14])=[CH:11][CH:10]=2)[CH:3]=1.N1C=CC(NC2C=CC(C(NC3SC=C(C4C=CC=C(OC(F)(F)F)C=4F)N=3)=O)=CC=2)=NC=1.[NH:68]1[CH2:71][CH:70]([OH:72])[CH2:69]1, predict the reaction product. The product is: [OH:72][CH:70]1[CH2:71][N:68]([C:2]2[N:7]=[CH:6][N:5]=[C:4]([NH:8][C:9]3[CH:34]=[CH:33][C:12]([C:13]([NH:15][C:16]4[S:17][CH:18]=[C:19]([C:21]5[CH:26]=[CH:25][CH:24]=[C:23]([O:27][C:28]([F:31])([F:30])[F:29])[C:22]=5[F:32])[N:20]=4)=[O:14])=[CH:11][CH:10]=3)[CH:3]=2)[CH2:69]1.